This data is from Full USPTO retrosynthesis dataset with 1.9M reactions from patents (1976-2016). The task is: Predict the reactants needed to synthesize the given product. (1) Given the product [Br-:1].[CH3:18][C:16]1[N:17]=[C:13]([N:12]=[N:11][C:8]2[CH:9]=[CH:10][C:5]([N:4]([CH2:20][CH3:21])[CH2:3][CH2:2][N:25]3[CH:26]=[CH:27][N+:23]([CH3:22])=[CH:24]3)=[CH:6][CH:7]=2)[S:14][C:15]=1[CH3:19], predict the reactants needed to synthesize it. The reactants are: [Br:1][CH2:2][CH2:3][N:4]([CH2:20][CH3:21])[C:5]1[CH:10]=[CH:9][C:8]([N:11]=[N:12][C:13]2[S:14][C:15]([CH3:19])=[C:16]([CH3:18])[N:17]=2)=[CH:7][CH:6]=1.[CH3:22][N:23]1[CH:27]=[CH:26][N:25]=[CH:24]1. (2) Given the product [CH3:40][N:2]([CH3:1])[C:3](=[O:39])[O:4][C:5]1[CH:10]=[CH:9][CH:8]=[C:7]([NH:11][C:12]([C:14]2([CH2:30][OH:31])[CH2:15][CH2:16][N:17]([C:20]3[C:21]4[C:28]([CH3:29])=[CH:27][NH:26][C:22]=4[N:23]=[CH:24][N:25]=3)[CH2:18][CH2:19]2)=[O:13])[CH:6]=1, predict the reactants needed to synthesize it. The reactants are: [CH3:1][N:2]([CH3:40])[C:3](=[O:39])[O:4][C:5]1[CH:10]=[CH:9][CH:8]=[C:7]([NH:11][C:12]([C:14]2([CH2:30][O:31]CC3C=CC=CC=3)[CH2:19][CH2:18][N:17]([C:20]3[C:21]4[C:28]([CH3:29])=[CH:27][NH:26][C:22]=4[N:23]=[CH:24][N:25]=3)[CH2:16][CH2:15]2)=[O:13])[CH:6]=1. (3) Given the product [C:1]([O:5][C:6]([N:8]1[CH2:12][CH2:11][CH:10]([N:13]([CH2:14][C:15]2[CH:20]=[CH:19][C:18]([Cl:21])=[CH:17][CH:16]=2)[CH2:25][C:24]([O:23][CH3:22])=[O:27])[CH2:9]1)=[O:7])([CH3:4])([CH3:2])[CH3:3], predict the reactants needed to synthesize it. The reactants are: [C:1]([O:5][C:6]([N:8]1[CH2:12][CH2:11][CH:10]([NH:13][CH2:14][C:15]2[CH:20]=[CH:19][C:18]([Cl:21])=[CH:17][CH:16]=2)[CH2:9]1)=[O:7])([CH3:4])([CH3:3])[CH3:2].[CH3:22][O:23][C:24](=[O:27])[CH2:25]Br.C([O-])([O-])=O.[K+].[K+]. (4) Given the product [CH2:1]([O:3][C:4]([C:6]1[NH:7][C:8]2[C:13]([C:14]=1[CH2:15][CH2:16][CH2:17][C:18]([O:43][CH2:36][C:37]1[CH:42]=[CH:41][CH:40]=[CH:39][CH:38]=1)=[O:19])=[CH:12][C:11]([Br:23])=[CH:10][CH:9]=2)=[O:5])[CH3:2], predict the reactants needed to synthesize it. The reactants are: [CH2:1]([O:3][C:4]([C:6]1[NH:7][C:8]2[C:13]([C:14]=1[CH2:15][CH2:16][CH2:17][C:18](N=[N+]=[N-])=[O:19])=[CH:12][C:11]([Br:23])=[CH:10][CH:9]=2)=[O:5])[CH3:2].S(O)(C1C=CC(C)=CC=1)(=O)=O.O.[CH2:36]([OH:43])[C:37]1[CH:42]=[CH:41][CH:40]=[CH:39][CH:38]=1.C(=O)(O)[O-].[Na+]. (5) The reactants are: [NH2:1][C:2]1[CH:7]=[CH:6][C:5]([N:8]2[CH2:14][CH2:13][CH2:12][N:11](C(OC(C)(C)C)=O)[CH2:10][CH2:9]2)=[CH:4][C:3]=1[NH:22][S:23]([C:26]1[CH:31]=[CH:30][CH:29]=[CH:28][CH:27]=1)(=[O:25])=[O:24].[CH:32]1[C:41]2[C:36](=[CH:37][CH:38]=[CH:39][CH:40]=2)[CH:35]=[CH:34][C:33]=1[S:42]([Cl:45])(=[O:44])=[O:43]. Given the product [ClH:45].[N:8]1([C:5]2[CH:6]=[CH:7][C:2]([NH:1][S:42]([C:33]3[CH:34]=[CH:35][C:36]4[C:41](=[CH:40][CH:39]=[CH:38][CH:37]=4)[CH:32]=3)(=[O:44])=[O:43])=[C:3]([NH:22][S:23]([C:26]3[CH:27]=[CH:28][CH:29]=[CH:30][CH:31]=3)(=[O:25])=[O:24])[CH:4]=2)[CH2:14][CH2:13][CH2:12][NH:11][CH2:10][CH2:9]1, predict the reactants needed to synthesize it. (6) Given the product [CH:3]([C:43]1[S:42][C:41]([C:39]([C:36]2[CH:35]=[CH:34][C:33]([N:24]([C:21]3[CH:22]=[CH:23][C:18]([C:16]([C:12]4[S:11][C:47]([CH:48]=[O:7])=[CH:14][CH:13]=4)=[CH2:17])=[CH:19][CH:20]=3)[C:25]3[CH:26]=[CH:27][C:28]([O:31][CH3:32])=[CH:29][CH:30]=3)=[CH:38][CH:37]=2)=[CH2:40])=[CH:45][CH:44]=1)=[O:4], predict the reactants needed to synthesize it. The reactants are: CN(C)[CH:3]=[O:4].P(Cl)(Cl)(Cl)=[O:7].[S:11]1C=[CH:14][CH:13]=[C:12]1[C:16]([C:18]1[CH:23]=[CH:22][C:21]([N:24]([C:33]2[CH:38]=[CH:37][C:36]([C:39]([C:41]3[S:42][CH:43]=[CH:44][CH:45]=3)=[CH2:40])=[CH:35][CH:34]=2)[C:25]2[CH:30]=[CH:29][C:28]([O:31][CH3:32])=[CH:27][CH:26]=2)=[CH:20][CH:19]=1)=[CH2:17].Cl[CH2:47][CH2:48]Cl. (7) Given the product [Cl:1][C:2]1[CH:21]=[CH:20][C:5]([CH:6]([C:7]2[CH:8]=[CH:9][C:10]([Cl:13])=[CH:11][CH:12]=2)[N:14]2[CH2:15][CH2:16][N:17]([C:29](=[O:34])[CH2:30][CH2:31][CH2:32][CH3:33])[CH2:18][CH2:19]2)=[CH:4][CH:3]=1, predict the reactants needed to synthesize it. The reactants are: [Cl:1][C:2]1[CH:21]=[CH:20][C:5]([CH:6]([N:14]2[CH2:19][CH2:18][NH:17][CH2:16][CH2:15]2)[C:7]2[CH:12]=[CH:11][C:10]([Cl:13])=[CH:9][CH:8]=2)=[CH:4][CH:3]=1.C(N(CC)CC)C.[C:29](Cl)(=[O:34])[CH2:30][CH2:31][CH2:32][CH3:33].